From a dataset of Catalyst prediction with 721,799 reactions and 888 catalyst types from USPTO. Predict which catalyst facilitates the given reaction. (1) Reactant: Cl.Cl.[F:3][C:4]([F:17])([F:16])[CH2:5][O:6][C:7]1[CH:8]=[CH:9][C:10]([C@H:13]([NH2:15])[CH3:14])=[N:11][CH:12]=1.C(OC([N:25]1[C:33]2[C:28](=[CH:29][CH:30]=[CH:31][CH:32]=2)[C:27](/[CH:34]=[CH:35]/[C:36](O)=[O:37])=[CH:26]1)=O)(C)(C)C.C(N(CC)CC)C.C(Cl)CCl.C1C=CC2N(O)N=NC=2C=1.C(=O)(O)[O-].[Na+]. Product: [NH:25]1[C:33]2[C:28](=[CH:29][CH:30]=[CH:31][CH:32]=2)[C:27](/[CH:34]=[CH:35]/[C:36]([NH:15][C@@H:13]([C:10]2[CH:9]=[CH:8][C:7]([O:6][CH2:5][C:4]([F:3])([F:16])[F:17])=[CH:12][N:11]=2)[CH3:14])=[O:37])=[CH:26]1. The catalyst class is: 4. (2) Reactant: Cl[C:2]1[N:7]=[N:6][C:5]([C:8]([NH2:10])=[O:9])=[C:4]([NH:11][C:12]2[CH:17]=[CH:16][CH:15]=[C:14]([CH3:18])[N:13]=2)[CH:3]=1.[NH2:19][C@@H:20]1[CH2:25][CH2:24][O:23][CH2:22][C@@H:21]1[NH:26][C:27](=[O:33])[O:28][C:29]([CH3:32])([CH3:31])[CH3:30].C(N(CC)C(C)C)(C)C.O. Product: [C:29]([O:28][C:27](=[O:33])[NH:26][C@@H:21]1[C@H:20]([NH:19][C:2]2[N:7]=[N:6][C:5]([C:8](=[O:9])[NH2:10])=[C:4]([NH:11][C:12]3[CH:17]=[CH:16][CH:15]=[C:14]([CH3:18])[N:13]=3)[CH:3]=2)[CH2:25][CH2:24][O:23][CH2:22]1)([CH3:32])([CH3:30])[CH3:31]. The catalyst class is: 155.